Dataset: Forward reaction prediction with 1.9M reactions from USPTO patents (1976-2016). Task: Predict the product of the given reaction. Given the reactants [NH2:1][C:2]1[CH:7]=[CH:6][C:5]([F:8])=[CH:4][C:3]=1[C:9]([CH3:31])([CH3:30])[CH2:10][C:11]([OH:29])([C:25]([F:28])([F:27])[F:26])[C:12]([NH:14][C:15]1[CH:16]=[C:17]2[C:22](=[CH:23][CH:24]=1)[C:20](=[O:21])[O:19][CH2:18]2)=[O:13].N1C=CC=CC=1.[S:38](Cl)([CH3:41])(=[O:40])=[O:39], predict the reaction product. The product is: [F:8][C:5]1[CH:6]=[CH:7][C:2]([NH:1][S:38]([CH3:41])(=[O:40])=[O:39])=[C:3]([C:9]([CH3:31])([CH3:30])[CH2:10][C:11]([OH:29])([C:25]([F:28])([F:27])[F:26])[C:12]([NH:14][C:15]2[CH:16]=[C:17]3[C:22](=[CH:23][CH:24]=2)[C:20](=[O:21])[O:19][CH2:18]3)=[O:13])[CH:4]=1.